From a dataset of Merck oncology drug combination screen with 23,052 pairs across 39 cell lines. Regression. Given two drug SMILES strings and cell line genomic features, predict the synergy score measuring deviation from expected non-interaction effect. (1) Drug 1: O=S1(=O)NC2(CN1CC(F)(F)F)C1CCC2Cc2cc(C=CCN3CCC(C(F)(F)F)CC3)ccc2C1. Drug 2: N#Cc1ccc(Cn2cncc2CN2CCN(c3cccc(Cl)c3)C(=O)C2)cc1. Cell line: ES2. Synergy scores: synergy=-1.67. (2) Drug 1: CS(=O)(=O)CCNCc1ccc(-c2ccc3ncnc(Nc4ccc(OCc5cccc(F)c5)c(Cl)c4)c3c2)o1. Drug 2: COC1=C2CC(C)CC(OC)C(O)C(C)C=C(C)C(OC(N)=O)C(OC)C=CC=C(C)C(=O)NC(=CC1=O)C2=O. Cell line: MDAMB436. Synergy scores: synergy=22.7. (3) Drug 1: COc1cccc2c1C(=O)c1c(O)c3c(c(O)c1C2=O)CC(O)(C(=O)CO)CC3OC1CC(N)C(O)C(C)O1. Drug 2: O=C(O)C1(Cc2cccc(Nc3nccs3)n2)CCC(Oc2cccc(Cl)c2F)CC1. Cell line: OCUBM. Synergy scores: synergy=-2.23.